This data is from Full USPTO retrosynthesis dataset with 1.9M reactions from patents (1976-2016). The task is: Predict the reactants needed to synthesize the given product. (1) The reactants are: [CH3:1][CH:2]([C:4]1[C:12]2[C:7](=[CH:8][CH:9]=[CH:10][CH:11]=2)[N:6]([C:13]2[O:17][N:16]=[C:15]([CH:18]3[CH2:23][CH2:22][N:21](C(OC(C)(C)C)=O)[CH2:20][CH2:19]3)[CH:14]=2)[N:5]=1)[CH3:3].FC(F)(F)C(O)=O.[Cl:38]CCl. Given the product [ClH:38].[NH:21]1[CH2:22][CH2:23][CH:18]([C:15]2[CH:14]=[C:13]([N:6]3[C:7]4[C:12](=[CH:11][CH:10]=[CH:9][CH:8]=4)[C:4]([CH:2]([CH3:3])[CH3:1])=[N:5]3)[O:17][N:16]=2)[CH2:19][CH2:20]1, predict the reactants needed to synthesize it. (2) Given the product [CH:1]1[CH:2]=[CH:3][C:4]([CH:7]([N:15]2[CH2:20][CH2:19][N:18]([CH2:21][CH2:22][O:23][CH2:24][C:25]([OH:27])=[O:26])[CH2:17][CH2:16]2)[C:8]2[CH:9]=[CH:10][C:11]([Cl:14])=[CH:12][CH:13]=2)=[CH:5][CH:6]=1, predict the reactants needed to synthesize it. The reactants are: [CH:1]1[CH:2]=[CH:3][C:4]([CH:7]([N:15]2[CH2:20][CH2:19][N:18]([CH2:21][CH2:22][O:23][CH2:24][C:25]([OH:27])=[O:26])[CH2:17][CH2:16]2)[C:8]2[CH:9]=[CH:10][C:11]([Cl:14])=[CH:12][CH:13]=2)=[CH:5][CH:6]=1.Cl.Cl.C(O)[C@@H]1O[C@H](O[C@]2(CCl)O[C@H](CCl)[C@@H](O)[C@@H]2O)[C@@H](O)[C@@H](O)[C@H]1Cl. (3) Given the product [CH3:23][C:2]([C:3]([NH:5][C:6]1[CH:11]=[CH:10][C:9]([O:12][C:13]2[C:18]3[C:19]([CH3:22])=[N:20][O:21][C:17]=3[CH:16]=[CH:15][CH:14]=2)=[CH:8][CH:7]=1)=[O:4])([CH3:1])[NH2:24], predict the reactants needed to synthesize it. The reactants are: [CH3:1][C:2]([NH:24]C(=O)OC(C)(C)C)([CH3:23])[C:3]([NH:5][C:6]1[CH:11]=[CH:10][C:9]([O:12][C:13]2[C:18]3[C:19]([CH3:22])=[N:20][O:21][C:17]=3[CH:16]=[CH:15][CH:14]=2)=[CH:8][CH:7]=1)=[O:4].C(O)(C(F)(F)F)=O. (4) Given the product [CH2:17]([O:16][C:12]1[C:13]([CH:25]=[O:26])=[CH:14][CH:15]=[C:10]([O:9][CH2:6][CH2:7][CH3:8])[N:11]=1)[CH2:18][CH3:19], predict the reactants needed to synthesize it. The reactants are: P(Cl)(Cl)(Cl)=O.[CH2:6]([O:9][C:10]1[CH:15]=[CH:14][CH:13]=[C:12]([O:16][CH2:17][CH2:18][CH3:19])[N:11]=1)[CH2:7][CH3:8].[OH-].[Na+].CN([CH:25]=[O:26])C. (5) Given the product [Cl:15][C:16]1[CH:17]=[C:18]([C:22](=[O:39])[CH2:23][O:24][C:25]2[CH:38]=[CH:37][C:28]([CH2:29][CH:30]3[S:34][C:33](=[O:35])[NH:32][C:31]3=[O:36])=[CH:27][CH:26]=2)[CH:19]=[CH:20][CH:21]=1, predict the reactants needed to synthesize it. The reactants are: O=P12OP3(OP(OP(O3)(O1)=O)(=O)O2)=O.[Cl:15][C:16]1[CH:17]=[C:18]([CH:22]([OH:39])[CH2:23][O:24][C:25]2[CH:38]=[CH:37][C:28]([CH2:29][CH:30]3[S:34][C:33](=[O:35])[NH:32][C:31]3=[O:36])=[CH:27][CH:26]=2)[CH:19]=[CH:20][CH:21]=1.C(N(CC)C(C)C)(C)C.C([O-])(O)=O.[Na+]. (6) Given the product [Cl:28][C:21]1[CH:20]=[C:19]([C:16]([C:5]2[CH:4]=[C:3]([CH:8]=[C:7]([O:9][C:10]([F:14])([F:15])[CH:11]([F:13])[F:12])[CH:6]=2)[CH2:2][C:33]2[CH:32]=[N:31][N:30]([CH3:29])[CH:34]=2)([CH3:18])[CH3:17])[CH:24]=[C:23]([N+:25]([O-:27])=[O:26])[CH:22]=1, predict the reactants needed to synthesize it. The reactants are: Br[CH2:2][C:3]1[CH:8]=[C:7]([O:9][C:10]([F:15])([F:14])[CH:11]([F:13])[F:12])[CH:6]=[C:5]([C:16]([C:19]2[CH:24]=[C:23]([N+:25]([O-:27])=[O:26])[CH:22]=[C:21]([Cl:28])[CH:20]=2)([CH3:18])[CH3:17])[CH:4]=1.[CH3:29][N:30]1[CH:34]=[C:33](B2OC(C)(C)C(C)(C)O2)[CH:32]=[N:31]1.C([O-])([O-])=O.[Na+].[Na+].